This data is from Catalyst prediction with 721,799 reactions and 888 catalyst types from USPTO. The task is: Predict which catalyst facilitates the given reaction. (1) Reactant: [NH2:1][C:2]1[C:7]([N+:8]([O-:10])=[O:9])=[CH:6][CH:5]=[C:4](Cl)[N:3]=1.[BrH:12]. Product: [BrH:12].[NH2:1][C:2]1[C:7]([N+:8]([O-:10])=[O:9])=[CH:6][CH:5]=[C:4]([Br:12])[N:3]=1. The catalyst class is: 570. (2) Product: [CH3:1][O:2][C:11]1([C:13]2[CH:14]=[CH:15][C:16]([S:19][CH3:20])=[CH:17][CH:18]=2)[C:5]2([CH2:6][CH2:7][CH2:8][CH2:9][CH2:10]2)[O:28]1. Reactant: [CH3:1][O-:2].[Na+].Br[C:5]1([C:11]([C:13]2[CH:18]=[CH:17][C:16]([S:19][CH3:20])=[CH:15][CH:14]=2)=O)[CH2:10][CH2:9][CH2:8][CH2:7][CH2:6]1.C1(C)C=CC=CC=1.[OH2:28]. The catalyst class is: 5. (3) Reactant: [NH:1]1[CH:5]=[C:4]([CH2:6][C:7]#[N:8])[N:3]=[CH:2]1.CN[C@@H]1[CH2:16][CH2:15][CH2:14][CH2:13][C@H:12]1[NH:17][CH3:18].C([O-])([O-])=O.[Cs+].[Cs+].[CH3:25][N:26]([CH:28]=[O:29])[CH3:27]. Product: [CH:12]1([N:17]2[C:18]3[N:3]=[C:2]([N:1]4[CH:5]=[C:4]([CH2:6][C:7]#[N:8])[N:3]=[CH:2]4)[N:1]=[CH:5][C:25]=3[N:26]([CH3:27])[C:28](=[O:29])[C@H:4]2[CH2:6][CH3:7])[CH2:13][CH2:14][CH2:15][CH2:16]1. The catalyst class is: 205. (4) Reactant: [Cl:1][C:2]1[N:7]=[N:6][C:5]([CH:8]([F:14])[C:9]([O:11][CH2:12][CH3:13])=[O:10])=[CH:4][CH:3]=1.C[Si](C)(C)[N-][Si](C)(C)C.[Li+].[B-](F)(F)(F)[F:26].[B-](F)(F)(F)F.C1[N+]2(CCl)CC[N+](F)(CC2)C1.[NH4+].[Cl-]. Product: [Cl:1][C:2]1[N:7]=[N:6][C:5]([C:8]([F:26])([F:14])[C:9]([O:11][CH2:12][CH3:13])=[O:10])=[CH:4][CH:3]=1. The catalyst class is: 118. (5) Reactant: [C:1]([O:5][C:6]([NH:8][C@H:9]1[CH2:13][CH2:12][NH:11][CH2:10]1)=[O:7])([CH3:4])([CH3:3])[CH3:2].C(N(CC)CC)C.[C:21](O[C:21]([O:23][C:24]([CH3:27])([CH3:26])[CH3:25])=[O:22])([O:23][C:24]([CH3:27])([CH3:26])[CH3:25])=[O:22]. Product: [C:1]([O:5][C:6]([NH:8][C@H:9]1[CH2:13][CH2:12][N:11]([C:21]([O:23][C:24]([CH3:27])([CH3:26])[CH3:25])=[O:22])[CH2:10]1)=[O:7])([CH3:4])([CH3:2])[CH3:3]. The catalyst class is: 4. (6) Reactant: [NH3:1].[CH2:2]([O:4][C:5]([C:7]1[C:8]2[S:16][CH:15]=[C:14]([CH2:17][O:18][C:19]3[CH:24]=[CH:23][CH:22]=[C:21]([NH:25][C:26]4[CH:31]=[CH:30][CH:29]=[CH:28][CH:27]=4)[CH:20]=3)[C:9]=2[C:10](Cl)=[N:11][CH:12]=1)=[O:6])[CH3:3]. Product: [CH2:2]([O:4][C:5]([C:7]1[C:8]2[S:16][CH:15]=[C:14]([CH2:17][O:18][C:19]3[CH:24]=[CH:23][CH:22]=[C:21]([NH:25][C:26]4[CH:31]=[CH:30][CH:29]=[CH:28][CH:27]=4)[CH:20]=3)[C:9]=2[C:10]([NH2:1])=[N:11][CH:12]=1)=[O:6])[CH3:3]. The catalyst class is: 12.